Dataset: Full USPTO retrosynthesis dataset with 1.9M reactions from patents (1976-2016). Task: Predict the reactants needed to synthesize the given product. (1) Given the product [Br:37][C@@:11]1([O:25][C@H:24]([CH2:26][O:27][C:28](=[O:35])[C:29]2[CH:30]=[CH:31][CH:32]=[CH:33][CH:34]=2)[C@@H:23]([F:36])[C@H:13]([O:14][C:15](=[O:22])[C:16]2[CH:21]=[CH:20][CH:19]=[CH:18][CH:17]=2)[C@H:10]1[O:9][C:1](=[O:8])[C:2]1[CH:3]=[CH:4][CH:5]=[CH:6][CH:7]=1)[OH:12], predict the reactants needed to synthesize it. The reactants are: [C:1]([O:9][C@H:10]([C@H:13]([C@H:23]([F:36])[C@@H:24]([CH2:26][O:27][C:28](=[O:35])[C:29]1[CH:34]=[CH:33][CH:32]=[CH:31][CH:30]=1)[OH:25])[O:14][C:15](=[O:22])[C:16]1[CH:21]=[CH:20][CH:19]=[CH:18][CH:17]=1)[CH:11]=[O:12])(=[O:8])[C:2]1[CH:7]=[CH:6][CH:5]=[CH:4][CH:3]=1.[BrH:37]. (2) Given the product [NH3:1].[N:1]1[CH:6]=[CH:5][CH:4]=[C:3]([C:7]2[CH:8]=[C:9]([C:13]3[N:17]4[CH:18]=[CH:19][C:20]([CH:22]=[N:25][OH:26])=[CH:21][C:16]4=[N:15][CH:14]=3)[CH:10]=[CH:11][CH:12]=2)[CH:2]=1, predict the reactants needed to synthesize it. The reactants are: [N:1]1[CH:6]=[CH:5][CH:4]=[C:3]([C:7]2[CH:8]=[C:9]([C:13]3[N:17]4[CH:18]=[CH:19][C:20]([CH:22]=O)=[CH:21][C:16]4=[N:15][CH:14]=3)[CH:10]=[CH:11][CH:12]=2)[CH:2]=1.Cl.[NH2:25][OH:26].